Task: Predict hERG channel inhibition at various concentrations.. Dataset: hERG Central: cardiac toxicity at 1µM, 10µM, and general inhibition The drug is CCOC(=O)CN1C(=O)Nc2ccc(Br)cc2C1c1ccccc1. Results: hERG_inhib (hERG inhibition (general)): blocker.